From a dataset of Full USPTO retrosynthesis dataset with 1.9M reactions from patents (1976-2016). Predict the reactants needed to synthesize the given product. Given the product [CH2:28]([O:29][CH2:30][CH2:31][O:23][C:21]1[C:20]([O:24][CH3:25])=[CH:19][C:6]2[C:7]3[N:12]([CH:3]([CH2:1][CH3:2])[CH2:4][C:5]=2[CH:22]=1)[CH:11]=[C:10]([C:13]([O:15][CH2:16][CH3:17])=[O:14])[C:9](=[O:18])[CH:8]=3)[CH3:27], predict the reactants needed to synthesize it. The reactants are: [CH2:1]([CH:3]1[N:12]2[C:7](=[CH:8][C:9](=[O:18])[C:10]([C:13]([O:15][CH2:16][CH3:17])=[O:14])=[CH:11]2)[C:6]2[CH:19]=[C:20]([O:24][CH3:25])[C:21]([OH:23])=[CH:22][C:5]=2[CH2:4]1)[CH3:2].Br[CH2:27][CH2:28][O:29][CH2:30][CH3:31].C([O-])([O-])=O.[K+].[K+].